From a dataset of Full USPTO retrosynthesis dataset with 1.9M reactions from patents (1976-2016). Predict the reactants needed to synthesize the given product. (1) Given the product [Cl:1][C:2]1[CH:19]=[CH:18][CH:17]=[CH:16][C:3]=1[C:4]([NH:6][C:7]1[NH:11][N:10]=[C:9]([C:12]([OH:14])=[O:13])[CH:8]=1)=[O:5], predict the reactants needed to synthesize it. The reactants are: [Cl:1][C:2]1[CH:19]=[CH:18][CH:17]=[CH:16][C:3]=1[C:4]([NH:6][C:7]1[NH:11][N:10]=[C:9]([C:12]([O:14]C)=[O:13])[CH:8]=1)=[O:5].O[Li].O.O.Cl. (2) Given the product [Br:16][C:12]1[CH:11]=[C:7]2[C:6](=[C:14]([CH3:15])[CH:13]=1)[NH:4][C:2](=[O:3])[NH:1][C:8]2=[O:9], predict the reactants needed to synthesize it. The reactants are: [NH2:1][C:2]([NH2:4])=[O:3].N[C:6]1[C:14]([CH3:15])=[CH:13][C:12]([Br:16])=[CH:11][C:7]=1[C:8](O)=[O:9]. (3) Given the product [CH:1]1([N:4]2[C:12]3[C:7](=[C:8]([O:18][CH3:19])[CH:9]=[C:10]([C:13]([OH:15])=[O:14])[CH:11]=3)[CH:6]=[CH:5]2)[CH2:2][CH2:3]1, predict the reactants needed to synthesize it. The reactants are: [CH:1]1([N:4]2[C:12]3[C:7](=[C:8]([O:18][CH3:19])[CH:9]=[C:10]([C:13]([O:15]CC)=[O:14])[CH:11]=3)[CH:6]=[CH:5]2)[CH2:3][CH2:2]1.Cl. (4) Given the product [Cl:24][C:20]1[C:19]([F:25])=[C:18]([CH:23]=[CH:22][CH:21]=1)[CH2:17][C:12]1[CH:13]=[C:14]2[C:9](=[CH:10][C:11]=1[F:26])[N:8]([C@H:27]([CH2:31][OH:32])[CH:28]([CH3:30])[CH3:29])[CH:7]=[C:6]([C:4]([OH:5])=[O:3])[C:15]2=[O:16], predict the reactants needed to synthesize it. The reactants are: C([O:3][C:4]([C:6]1[C:15](=[O:16])[C:14]2[C:9](=[CH:10][C:11]([F:26])=[C:12]([CH2:17][C:18]3[CH:23]=[CH:22][CH:21]=[C:20]([Cl:24])[C:19]=3[F:25])[CH:13]=2)[N:8]([C@H:27]([CH2:31][O:32][Si](C(C)(C)C)(C)C)[CH:28]([CH3:30])[CH3:29])[CH:7]=1)=[O:5])C.[OH-].[Na+]. (5) Given the product [OH:14][C:3]1[C:2]([NH:1][C:19]2[C:20](=[O:25])[C:21](=[O:22])[C:18]=2[O:17][CH3:15])=[CH:7][CH:6]=[CH:5][C:4]=1[S:8]([N:11]([CH3:12])[CH3:13])(=[O:10])=[O:9], predict the reactants needed to synthesize it. The reactants are: [NH2:1][C:2]1[C:3]([OH:14])=[C:4]([S:8]([N:11]([CH3:13])[CH3:12])(=[O:10])=[O:9])[CH:5]=[CH:6][CH:7]=1.[CH2:15]([O:17][C:18]1[C:19](=O)[C:20](=[O:25])[C:21]=1[O:22]CC)C. (6) Given the product [F:1][C:2]1[CH:7]=[CH:6][C:5]([C:8]#[C:9][C@H:10]([C@@H:12]2[N:16]([CH3:17])[C:15](=[O:18])[CH2:14][C@@H:13]2[C:19]2[CH:24]=[CH:23][CH:22]=[CH:21][CH:20]=2)[OH:11])=[CH:4][CH:3]=1, predict the reactants needed to synthesize it. The reactants are: [F:1][C:2]1[CH:7]=[CH:6][C:5]([C:8]#[CH:9])=[CH:4][CH:3]=1.[CH:10]([C@@H:12]1[N:16]([CH3:17])[C:15](=[O:18])[CH2:14][C@@H:13]1[C:19]1[CH:24]=[CH:23][CH:22]=[CH:21][CH:20]=1)=[O:11].N1C=CC=CC=1.